The task is: Predict the reactants needed to synthesize the given product.. This data is from Full USPTO retrosynthesis dataset with 1.9M reactions from patents (1976-2016). (1) Given the product [CH3:20][N:21]1[CH:25]=[C:24]([C:26]2[CH:27]=[CH:28][C:29]([C:2]3[C:11]4[C:6](=[CH:7][CH:8]=[C:9]([NH:12][S:13]([C:16]5([CH3:19])[CH2:18][CH2:17]5)(=[O:15])=[O:14])[CH:10]=4)[CH:5]=[N:4][CH:3]=3)=[CH:30][CH:31]=2)[CH:23]=[N:22]1, predict the reactants needed to synthesize it. The reactants are: Cl[C:2]1[C:11]2[C:6](=[CH:7][CH:8]=[C:9]([NH:12][S:13]([C:16]3([CH3:19])[CH2:18][CH2:17]3)(=[O:15])=[O:14])[CH:10]=2)[CH:5]=[N:4][CH:3]=1.[CH3:20][N:21]1[CH:25]=[C:24]([C:26]2[CH:31]=[CH:30][C:29](B3OC(C)(C)C(C)(C)O3)=[CH:28][CH:27]=2)[CH:23]=[N:22]1.C(=O)([O-])[O-].[Na+].[Na+].O1CCOCC1. (2) Given the product [N+:11]([C:8]1[CH:7]=[CH:6][C:5]([CH2:4][C@H:3]2[CH2:2][O:1][C:24]([CH3:26])([CH3:25])[N:14]2[C:15]([O:16][C:17]([CH3:18])([CH3:20])[CH3:19])=[O:21])=[CH:10][CH:9]=1)([O-:13])=[O:12], predict the reactants needed to synthesize it. The reactants are: [OH:1][CH2:2][C@@H:3]([NH:14][C:15](=[O:21])[O:16][C:17]([CH3:20])([CH3:19])[CH3:18])[CH2:4][C:5]1[CH:10]=[CH:9][C:8]([N+:11]([O-:13])=[O:12])=[CH:7][CH:6]=1.CO[C:24](OC)([CH3:26])[CH3:25].O.C1(C)C=CC(S(O)(=O)=O)=CC=1.